From a dataset of Forward reaction prediction with 1.9M reactions from USPTO patents (1976-2016). Predict the product of the given reaction. (1) Given the reactants [OH:1][CH:2]1[CH2:7][CH2:6][N:5]([CH2:8][C:9]2[CH:16]=[CH:15][CH:14]=[CH:13][C:10]=2[C:11]#[N:12])[CH2:4][CH2:3]1.[H-].[Na+].Cl[C:20]1[C:29]2[C:24](=[C:25]([O:31][CH3:32])[CH:26]=[C:27]([F:30])[CH:28]=2)[N:23]=[C:22]([CH3:33])[CH:21]=1, predict the reaction product. The product is: [F:30][C:27]1[CH:28]=[C:29]2[C:24](=[C:25]([O:31][CH3:32])[CH:26]=1)[N:23]=[C:22]([CH3:33])[CH:21]=[C:20]2[O:1][CH:2]1[CH2:7][CH2:6][N:5]([CH2:8][C:9]2[CH:16]=[CH:15][CH:14]=[CH:13][C:10]=2[C:11]#[N:12])[CH2:4][CH2:3]1. (2) Given the reactants Cl.[NH2:2][C:3]1[CH:8]=[C:7]([C:9]([F:12])([F:11])[F:10])[CH:6]=[CH:5][C:4]=1[SH:13].[F:14][C:15]1[CH:22]=[N:21][CH:20]=[CH:19][C:16]=1[CH:17]=O.C(N(C(C)C)C(C)C)C.CS(C)=O, predict the reaction product. The product is: [F:14][C:15]1[CH:22]=[N:21][CH:20]=[CH:19][C:16]=1[C:17]1[S:13][C:4]2[CH:5]=[CH:6][C:7]([C:9]([F:10])([F:11])[F:12])=[CH:8][C:3]=2[N:2]=1. (3) Given the reactants [OH:1][C:2]1[CH:3]=[C:4]2[C:9](=[CH:10][CH:11]=1)[CH:8]=[C:7]([C:12]1[CH:13]=[C:14]([CH:19]=[CH:20][CH:21]=1)[C:15]([O:17][CH3:18])=[O:16])[CH:6]=[CH:5]2.[Cl:22][C:23]1[CH:28]=[CH:27][CH:26]=[C:25]([Cl:29])[C:24]=1[C:30]1[C:34]([CH2:35]O)=[C:33]([CH:37]([CH3:39])[CH3:38])[O:32][N:31]=1.C1(P(C2C=CC=CC=2)C2C=CC=CC=2)C=CC=CC=1.N(C(OC(C)C)=O)=NC(OC(C)C)=O, predict the reaction product. The product is: [Cl:29][C:25]1[CH:26]=[CH:27][CH:28]=[C:23]([Cl:22])[C:24]=1[C:30]1[C:34]([CH2:35][O:1][C:2]2[CH:3]=[C:4]3[C:9](=[CH:10][CH:11]=2)[CH:8]=[C:7]([C:12]2[CH:13]=[C:14]([CH:19]=[CH:20][CH:21]=2)[C:15]([O:17][CH3:18])=[O:16])[CH:6]=[CH:5]3)=[C:33]([CH:37]([CH3:39])[CH3:38])[O:32][N:31]=1.